Dataset: Forward reaction prediction with 1.9M reactions from USPTO patents (1976-2016). Task: Predict the product of the given reaction. (1) Given the reactants [F:1][C:2]1[CH:3]=[C:4]([CH:6]=[CH:7][CH:8]=1)[NH2:5].[H-].[Na+].[H][H].[CH3:13][O:14][C:15]1[C:23]2[O:22][C:21]([C:24](Cl)=[O:25])=[CH:20][C:19]=2[CH:18]=[CH:17][CH:16]=1.Cl, predict the reaction product. The product is: [F:1][C:2]1[CH:3]=[C:4]([NH:5][C:24]([C:21]2[O:22][C:23]3[C:15]([O:14][CH3:13])=[CH:16][CH:17]=[CH:18][C:19]=3[CH:20]=2)=[O:25])[CH:6]=[CH:7][CH:8]=1. (2) Given the reactants [C:1]1([C:7]([C:9]2[CH:14]=[CH:13][CH:12]=[CH:11][CH:10]=2)=[CH2:8])[CH:6]=[CH:5][CH:4]=[CH:3][CH:2]=1.[Br:15]Br, predict the reaction product. The product is: [Br:15][CH:8]=[C:7]([C:9]1[CH:10]=[CH:11][CH:12]=[CH:13][CH:14]=1)[C:1]1[CH:6]=[CH:5][CH:4]=[CH:3][CH:2]=1.